From a dataset of Catalyst prediction with 721,799 reactions and 888 catalyst types from USPTO. Predict which catalyst facilitates the given reaction. The catalyst class is: 65. Reactant: [CH2:1]([O:8][C:9]([N:11]([CH2:14][C:15]1[CH:20]=[C:19]([C:21]([F:24])([F:23])[F:22])[CH:18]=[CH:17][C:16]=1[C:25]1[C:30]([O:31][CH3:32])=[CH:29][CH:28]=[C:27]([CH:33]([CH3:37])[C:34]([OH:36])=[O:35])[CH:26]=1)[CH2:12][CH3:13])=[O:10])[C:2]1[CH:7]=[CH:6][CH:5]=[CH:4][CH:3]=1.[CH3:38][CH2:39]O. Product: [CH2:38]([O:35][C:34](=[O:36])[CH:33]([C:27]1[CH:26]=[C:25]([C:16]2[CH:17]=[CH:18][C:19]([C:21]([F:23])([F:24])[F:22])=[CH:20][C:15]=2[CH2:14][N:11]([C:9]([O:8][CH2:1][C:2]2[CH:3]=[CH:4][CH:5]=[CH:6][CH:7]=2)=[O:10])[CH2:12][CH3:13])[C:30]([O:31][CH3:32])=[CH:29][CH:28]=1)[CH3:37])[CH3:39].